From a dataset of Reaction yield outcomes from USPTO patents with 853,638 reactions. Predict the reaction yield, written as a fraction of the theoretical maximum amount of product (1.0 means a 100% yield; for example, 0.34 means a 34% yield). (1) The reactants are [CH3:1][C:2]1[N:3]=[CH:4][N:5]([C:7]2[CH:12]=[C:11]([C:13]([F:16])([F:15])[F:14])[CH:10]=[C:9]([N+:17]([O-:19])=[O:18])[CH:8]=2)[CH:6]=1.[CH3:20][S:21]([OH:24])(=[O:23])=[O:22]. The catalyst is C(OCC)(=O)C. The product is [CH3:20][S:21]([OH:24])(=[O:23])=[O:22].[CH3:1][C:2]1[N:3]=[CH:4][N:5]([C:7]2[CH:12]=[C:11]([C:13]([F:15])([F:14])[F:16])[CH:10]=[C:9]([N+:17]([O-:19])=[O:18])[CH:8]=2)[CH:6]=1. The yield is 0.541. (2) The catalyst is O1CCCC1. The product is [OH:36][C@@H:34]([C@@H:32]1[CH2:31][O:30][C:29]([C:27]2[NH:28][C:24]([C:9]3[CH:10]=[C:11]([OH:13])[CH:12]=[C:7]([O:6][C@@H:4]([CH3:5])[CH2:3][O:2][CH3:1])[CH:8]=3)=[CH:25][CH:26]=2)=[N:33]1)[CH3:35]. The yield is 0.850. The reactants are [CH3:1][O:2][CH2:3][C@@H:4]([O:6][C:7]1[CH:8]=[C:9]([C:24]2[NH:28][C:27]([C:29]3[O:30][CH2:31][C@@H:32]([C@H:34]([OH:36])[CH3:35])[N:33]=3)=[CH:26][CH:25]=2)[CH:10]=[C:11]([O:13][Si](C(C)C)(C(C)C)C(C)C)[CH:12]=1)[CH3:5].[F-].C([N+](CCCC)(CCCC)CCCC)CCC.[Cl-].[NH4+]. (3) The reactants are C(O[C:6]([N:8]1[CH2:13][CH2:12][N:11](C2C(=O)N(CC(C)C)N=C(C3C=CC(C)=C(F)C=3)C=2C)[CH2:10][CH2:9]1)=O)(C)(C)C.[Cl:34][C:35]1[CH:40]=[CH:39][CH:38]=[CH:37][C:36]=1[CH2:41][CH2:42][N:43]1[C:48](=[O:49])[C:47]([CH2:50]OS(C)(=O)=O)=[CH:46][C:45]([C:56]2[CH:61]=[CH:60][C:59]([F:62])=[C:58]([CH3:63])[CH:57]=2)=[N:44]1. No catalyst specified. The product is [Cl:34][C:35]1[CH:40]=[CH:39][CH:38]=[CH:37][C:36]=1[CH2:41][CH2:42][N:43]1[C:48](=[O:49])[C:47]([CH2:50][N:11]2[CH2:12][CH2:13][N:8]([CH3:6])[CH2:9][CH2:10]2)=[CH:46][C:45]([C:56]2[CH:61]=[CH:60][C:59]([F:62])=[C:58]([CH3:63])[CH:57]=2)=[N:44]1. The yield is 0.612. (4) The reactants are [Cl:1][C:2]1[C:3]([O:12][C:13]2[CH:18]=[C:17]([OH:19])[CH:16]=[CH:15][C:14]=2/[CH:20]=[CH:21]/[C:22]([O:24][CH2:25][CH3:26])=[O:23])=[N:4][CH:5]=[C:6]([C:8]([F:11])([F:10])[F:9])[CH:7]=1.C(=O)([O-])[O-].[K+].[K+].[I-].[Na+].Br[CH2:36][CH2:37][O:38][CH2:39][CH2:40][O:41][CH3:42].[Cl-].[NH4+]. The catalyst is CN(C)C=O. The product is [Cl:1][C:2]1[C:3]([O:12][C:13]2[CH:18]=[C:17]([O:19][CH2:36][CH2:37][O:38][CH2:39][CH2:40][O:41][CH3:42])[CH:16]=[CH:15][C:14]=2/[CH:20]=[CH:21]/[C:22]([O:24][CH2:25][CH3:26])=[O:23])=[N:4][CH:5]=[C:6]([C:8]([F:9])([F:11])[F:10])[CH:7]=1. The yield is 0.860. (5) The reactants are C([O:8][C:9]1[CH:17]=[C:16]([O:18]CC2C=CC=CC=2)[C:15]([CH:26]([CH3:28])[CH3:27])=CC=1C(O)=O)C1C=CC=CC=1.[OH:29]N1C2C=CC=CC=2N=N1.[NH2:39][N:40]1[CH2:45][CH2:44][CH2:43][CH2:42][CH2:41]1.Cl.C(N=C=N[CH2:52][CH2:53][CH2:54][N:55](C)C)C.C([N:60]([CH2:63]C)CC)C. The catalyst is CN(C)C=O. The product is [OH:8][C:9]1[CH:17]=[C:16]([OH:18])[C:15]([CH:26]([CH3:27])[CH3:28])=[CH:52][C:53]=1[C:54]1[N:39]([N:40]2[CH2:45][CH2:44][CH2:43][CH2:42][CH2:41]2)[C:63](=[O:29])[NH:60][N:55]=1. The yield is 0.864. (6) The reactants are [F:1][C:2]1[CH:17]=[CH:16][C:5]2[N:6]([CH2:11][C@H:12]([CH3:15])[CH2:13]I)[C:7](=[O:10])[CH2:8][O:9][C:4]=2[CH:3]=1.[CH2:18]([CH:22]1[CH2:27][CH2:26][NH:25][CH2:24][CH2:23]1)[CH2:19][CH2:20][CH3:21]. The catalyst is CC#N. The product is [CH2:18]([CH:22]1[CH2:27][CH2:26][N:25]([CH2:13][C@@H:12]([CH3:15])[CH2:11][N:6]2[C:5]3[CH:16]=[CH:17][C:2]([F:1])=[CH:3][C:4]=3[O:9][CH2:8][C:7]2=[O:10])[CH2:24][CH2:23]1)[CH2:19][CH2:20][CH3:21]. The yield is 0.630.